This data is from NCI-60 drug combinations with 297,098 pairs across 59 cell lines. The task is: Regression. Given two drug SMILES strings and cell line genomic features, predict the synergy score measuring deviation from expected non-interaction effect. (1) Drug 1: CCC1(CC2CC(C3=C(CCN(C2)C1)C4=CC=CC=C4N3)(C5=C(C=C6C(=C5)C78CCN9C7C(C=CC9)(C(C(C8N6C=O)(C(=O)OC)O)OC(=O)C)CC)OC)C(=O)OC)O.OS(=O)(=O)O. Drug 2: CC1=C(C(=CC=C1)Cl)NC(=O)C2=CN=C(S2)NC3=CC(=NC(=N3)C)N4CCN(CC4)CCO. Cell line: T-47D. Synergy scores: CSS=8.19, Synergy_ZIP=1.66, Synergy_Bliss=6.37, Synergy_Loewe=-2.22, Synergy_HSA=2.43. (2) Drug 1: C1=CC=C(C(=C1)C(C2=CC=C(C=C2)Cl)C(Cl)Cl)Cl. Drug 2: CN1C2=C(C=C(C=C2)N(CCCl)CCCl)N=C1CCCC(=O)O.Cl. Cell line: DU-145. Synergy scores: CSS=2.12, Synergy_ZIP=-0.680, Synergy_Bliss=1.42, Synergy_Loewe=-1.82, Synergy_HSA=-0.758. (3) Drug 1: C1=CC(=CC=C1CCCC(=O)O)N(CCCl)CCCl. Drug 2: C1CC(=O)NC(=O)C1N2C(=O)C3=CC=CC=C3C2=O. Cell line: A498. Synergy scores: CSS=11.8, Synergy_ZIP=-5.37, Synergy_Bliss=-5.80, Synergy_Loewe=-9.32, Synergy_HSA=-8.12. (4) Drug 1: CC1=C(C=C(C=C1)NC2=NC=CC(=N2)N(C)C3=CC4=NN(C(=C4C=C3)C)C)S(=O)(=O)N.Cl. Drug 2: CC1C(C(CC(O1)OC2CC(CC3=C2C(=C4C(=C3O)C(=O)C5=CC=CC=C5C4=O)O)(C(=O)C)O)N)O. Cell line: MDA-MB-231. Synergy scores: CSS=56.6, Synergy_ZIP=-8.11, Synergy_Bliss=-2.34, Synergy_Loewe=2.46, Synergy_HSA=3.40. (5) Drug 1: CNC(=O)C1=CC=CC=C1SC2=CC3=C(C=C2)C(=NN3)C=CC4=CC=CC=N4. Drug 2: CC1=C2C(C(=O)C3(C(CC4C(C3C(C(C2(C)C)(CC1OC(=O)C(C(C5=CC=CC=C5)NC(=O)OC(C)(C)C)O)O)OC(=O)C6=CC=CC=C6)(CO4)OC(=O)C)OC)C)OC. Cell line: RXF 393. Synergy scores: CSS=24.1, Synergy_ZIP=-7.78, Synergy_Bliss=-7.06, Synergy_Loewe=-30.1, Synergy_HSA=-6.49. (6) Drug 1: C1CC(C1)(C(=O)O)C(=O)O.[NH2-].[NH2-].[Pt+2]. Drug 2: C1=NC(=NC(=O)N1C2C(C(C(O2)CO)O)O)N. Cell line: SN12C. Synergy scores: CSS=10.3, Synergy_ZIP=-4.30, Synergy_Bliss=-0.750, Synergy_Loewe=-4.17, Synergy_HSA=-1.73.